Dataset: NCI-60 drug combinations with 297,098 pairs across 59 cell lines. Task: Regression. Given two drug SMILES strings and cell line genomic features, predict the synergy score measuring deviation from expected non-interaction effect. (1) Drug 1: CNC(=O)C1=CC=CC=C1SC2=CC3=C(C=C2)C(=NN3)C=CC4=CC=CC=N4. Drug 2: CC1=C(C=C(C=C1)NC2=NC=CC(=N2)N(C)C3=CC4=NN(C(=C4C=C3)C)C)S(=O)(=O)N.Cl. Cell line: UO-31. Synergy scores: CSS=3.48, Synergy_ZIP=-1.50, Synergy_Bliss=1.28, Synergy_Loewe=0.745, Synergy_HSA=1.30. (2) Drug 1: CC(C1=C(C=CC(=C1Cl)F)Cl)OC2=C(N=CC(=C2)C3=CN(N=C3)C4CCNCC4)N. Drug 2: C1CC(=O)NC(=O)C1N2C(=O)C3=CC=CC=C3C2=O. Cell line: IGROV1. Synergy scores: CSS=4.27, Synergy_ZIP=-0.596, Synergy_Bliss=4.40, Synergy_Loewe=2.29, Synergy_HSA=3.14. (3) Drug 1: C1=CC=C(C(=C1)C(C2=CC=C(C=C2)Cl)C(Cl)Cl)Cl. Drug 2: CC1=C(C=C(C=C1)C(=O)NC2=CC(=CC(=C2)C(F)(F)F)N3C=C(N=C3)C)NC4=NC=CC(=N4)C5=CN=CC=C5. Cell line: UACC62. Synergy scores: CSS=-0.919, Synergy_ZIP=0.341, Synergy_Bliss=0.181, Synergy_Loewe=-3.91, Synergy_HSA=-1.18. (4) Drug 1: CN1C(=O)N2C=NC(=C2N=N1)C(=O)N. Drug 2: CC1=C(C(=CC=C1)Cl)NC(=O)C2=CN=C(S2)NC3=CC(=NC(=N3)C)N4CCN(CC4)CCO. Cell line: OVCAR-5. Synergy scores: CSS=0.919, Synergy_ZIP=-2.82, Synergy_Bliss=-6.73, Synergy_Loewe=-7.13, Synergy_HSA=-6.05. (5) Drug 1: CC1=C(C=C(C=C1)NC2=NC=CC(=N2)N(C)C3=CC4=NN(C(=C4C=C3)C)C)S(=O)(=O)N.Cl. Drug 2: C#CCC(CC1=CN=C2C(=N1)C(=NC(=N2)N)N)C3=CC=C(C=C3)C(=O)NC(CCC(=O)O)C(=O)O. Cell line: SK-OV-3. Synergy scores: CSS=-0.600, Synergy_ZIP=0.588, Synergy_Bliss=0.535, Synergy_Loewe=-9.12, Synergy_HSA=-1.71. (6) Drug 1: C1CC(C1)(C(=O)O)C(=O)O.[NH2-].[NH2-].[Pt+2]. Drug 2: CC1=C(N=C(N=C1N)C(CC(=O)N)NCC(C(=O)N)N)C(=O)NC(C(C2=CN=CN2)OC3C(C(C(C(O3)CO)O)O)OC4C(C(C(C(O4)CO)O)OC(=O)N)O)C(=O)NC(C)C(C(C)C(=O)NC(C(C)O)C(=O)NCCC5=NC(=CS5)C6=NC(=CS6)C(=O)NCCC[S+](C)C)O. Cell line: UACC62. Synergy scores: CSS=27.2, Synergy_ZIP=-11.7, Synergy_Bliss=-7.82, Synergy_Loewe=-4.16, Synergy_HSA=-2.82. (7) Drug 1: CS(=O)(=O)CCNCC1=CC=C(O1)C2=CC3=C(C=C2)N=CN=C3NC4=CC(=C(C=C4)OCC5=CC(=CC=C5)F)Cl. Drug 2: C#CCC(CC1=CN=C2C(=N1)C(=NC(=N2)N)N)C3=CC=C(C=C3)C(=O)NC(CCC(=O)O)C(=O)O. Cell line: A498. Synergy scores: CSS=50.8, Synergy_ZIP=4.55, Synergy_Bliss=3.67, Synergy_Loewe=-17.4, Synergy_HSA=0.679.